This data is from Catalyst prediction with 721,799 reactions and 888 catalyst types from USPTO. The task is: Predict which catalyst facilitates the given reaction. (1) Reactant: C(OC([N:8]1[CH2:12][CH2:11][N:10]=[C:9]1[CH:13]([O:17][C:18]1[CH:23]=[CH:22][CH:21]=[C:20]([CH3:24])[C:19]=1[CH3:25])[CH2:14][CH:15]=[CH2:16])=O)(C)(C)C.[OH-].[Na+].CCOC(C)=O. Product: [CH3:25][C:19]1[C:20]([CH3:24])=[CH:21][CH:22]=[CH:23][C:18]=1[O:17][CH:13]([C:9]1[NH:10][CH2:11][CH2:12][N:8]=1)[CH2:14][CH:15]=[CH2:16]. The catalyst class is: 330. (2) Reactant: [Br:1]Br.C1(P(C2C=CC=CC=2)C2C=CC=CC=2)C=CC=CC=1.[NH2:22][C:23]1[CH:28]=[C:27]([CH2:29]O)[CH:26]=[CH:25][N:24]=1. Product: [BrH:1].[Br:1][CH2:29][C:27]1[CH:26]=[CH:25][N:24]=[C:23]([NH2:22])[CH:28]=1. The catalyst class is: 10.